This data is from Full USPTO retrosynthesis dataset with 1.9M reactions from patents (1976-2016). The task is: Predict the reactants needed to synthesize the given product. (1) Given the product [F:17][C:18]1[CH:19]=[C:20]([N:24]2[CH:28]=[N:27][C:26]([C:29]([NH:16][C@H:13]3[CH2:14][CH2:15][N:11]([C:7]4[C:6]5[N:5]([CH:4]=[CH:3][N:2]=5)[CH:10]=[CH:9][N:8]=4)[CH2:12]3)=[O:30])=[N:25]2)[CH:21]=[CH:22][CH:23]=1, predict the reactants needed to synthesize it. The reactants are: Cl.[N:2]1[CH:3]=[CH:4][N:5]2[CH:10]=[CH:9][N:8]=[C:7]([N:11]3[CH2:15][CH2:14][C@H:13]([NH2:16])[CH2:12]3)[C:6]=12.[F:17][C:18]1[CH:19]=[C:20]([N:24]2[CH:28]=[N:27][C:26]([C:29](O)=[O:30])=[N:25]2)[CH:21]=[CH:22][CH:23]=1.C(N(CC)C(C)C)C.CN(C(ON1N=NC2C=CC=NC1=2)=[N+](C)C)C.F[P-](F)(F)(F)(F)F. (2) Given the product [C:42]([O:46][CH2:47][CH2:48][CH2:49][CH2:50][CH2:51][CH2:52][O:53][C:54]1[CH:62]=[CH:61][C:57]([C:58]([O:1][C@H:2]([C:36]2[CH:37]=[CH:38][CH:39]=[CH:40][CH:41]=2)[CH2:3][O:4][C:5](=[O:35])[CH:6]=[CH:7][C:8]2[CH:13]=[CH:12][C:11]([O:14][C:15](=[O:34])[C:16]3[CH:21]=[CH:20][C:19]([O:22][CH2:23][CH2:24][CH2:25][CH2:26][CH2:27][CH2:28][O:29][C:30](=[O:33])[CH:31]=[CH2:32])=[CH:18][CH:17]=3)=[CH:10][CH:9]=2)=[O:59])=[CH:56][CH:55]=1)(=[O:45])[CH:43]=[CH2:44], predict the reactants needed to synthesize it. The reactants are: [OH:1][C@H:2]([C:36]1[CH:41]=[CH:40][CH:39]=[CH:38][CH:37]=1)[CH2:3][O:4][C:5](=[O:35])[CH:6]=[CH:7][C:8]1[CH:13]=[CH:12][C:11]([O:14][C:15](=[O:34])[C:16]2[CH:21]=[CH:20][C:19]([O:22][CH2:23][CH2:24][CH2:25][CH2:26][CH2:27][CH2:28][O:29][C:30](=[O:33])[CH:31]=[CH2:32])=[CH:18][CH:17]=2)=[CH:10][CH:9]=1.[C:42]([O:46][CH2:47][CH2:48][CH2:49][CH2:50][CH2:51][CH2:52][O:53][C:54]1[CH:62]=[CH:61][C:57]([C:58](O)=[O:59])=[CH:56][CH:55]=1)(=[O:45])[CH:43]=[CH2:44]. (3) Given the product [CH3:26][C:15]1([CH2:14][N:11]2[CH2:12][CH2:13][N:8]([N:7]=[CH:6][C:34]3[CH:33]=[CH:32][C:31]([O:30][C:29]([F:28])([F:39])[F:40])=[CH:38][CH:37]=3)[CH2:9][CH2:10]2)[O:19][C:18]2=[N:20][C:21]([N+:23]([O-:25])=[O:24])=[CH:22][N:17]2[CH2:16]1, predict the reactants needed to synthesize it. The reactants are: C(O[C:6](=O)[NH:7][N:8]1[CH2:13][CH2:12][N:11]([CH2:14][C:15]2([CH3:26])[O:19][C:18]3=[N:20][C:21]([N+:23]([O-:25])=[O:24])=[CH:22][N:17]3[CH2:16]2)[CH2:10][CH2:9]1)(C)(C)C.[F:28][C:29]([F:40])([F:39])[O:30][C:31]1[CH:38]=[CH:37][C:34](C=O)=[CH:33][CH:32]=1.FC(F)(F)C(O)=O.C(=O)([O-])O.[Na+]. (4) Given the product [C:8]([C:6]1[CH:5]=[CH:4][C:3]2[N:10]([C:11]3[N:16]=[CH:15][C:14]([CH2:17][C:18]([NH2:20])=[O:19])=[C:13]([NH:21][CH2:22][C:23]4[CH:24]=[C:25]([F:30])[CH:26]=[C:27]([F:29])[CH:28]=4)[CH:12]=3)[CH:32]=[N:1][C:2]=2[CH:7]=1)#[N:9], predict the reactants needed to synthesize it. The reactants are: [NH2:1][C:2]1[CH:7]=[C:6]([C:8]#[N:9])[CH:5]=[CH:4][C:3]=1[NH:10][C:11]1[N:16]=[CH:15][C:14]([CH2:17][C:18]([NH2:20])=[O:19])=[C:13]([NH:21][CH2:22][C:23]2[CH:28]=[C:27]([F:29])[CH:26]=[C:25]([F:30])[CH:24]=2)[CH:12]=1.N[C:32]1C=CC(C#N)=CC=1NC1N=CC(CC(N)=O)=C(NCC2C=C(F)C=C(F)C=2)C=1.C(OC)(OC)OC. (5) Given the product [CH2:22]([O:24][C:25]1[CH:26]=[C:27]([C:33]([C:35]2[CH:45]=[CH:44][C:38]3[N:39]([CH3:43])[CH2:40][CH2:41][O:42][C:37]=3[CH:36]=2)=[CH:9][C:10]#[N:11])[CH:28]=[CH:29][C:30]=1[O:31][CH3:32])[CH3:23], predict the reactants needed to synthesize it. The reactants are: C(OP([CH2:9][C:10]#[N:11])(=O)OCC)C.C[Si]([N-][Si](C)(C)C)(C)C.[Li+].[CH2:22]([O:24][C:25]1[CH:26]=[C:27]([C:33]([C:35]2[CH:45]=[CH:44][C:38]3[N:39]([CH3:43])[CH2:40][CH2:41][O:42][C:37]=3[CH:36]=2)=O)[CH:28]=[CH:29][C:30]=1[O:31][CH3:32])[CH3:23]. (6) Given the product [CH2:26]([N:45]([CH2:44][CH2:48][CH3:49])[CH2:25][CH2:10][CH2:9][CH2:8][NH:7][C:35](=[O:34])[C:26]1[CH:25]=[CH:10][C:9]([CH2:8][N:7]([CH2:6][C:2]2[NH:1][CH:5]=[CH:4][N:3]=2)[CH2:36][C:37]2[NH:38][CH:39]=[N:40][C:41]=2[CH3:42])=[CH:28][CH:27]=1)[CH2:27][CH3:28], predict the reactants needed to synthesize it. The reactants are: [NH:1]1[CH:5]=[CH:4][N:3]=[C:2]1[CH2:6][NH:7][CH2:8][C:9]1[CH:28]=[CH:27][CH:26]=[CH:25][C:10]=1C(NCCCCN(CCC)CCC)=O.C([O:34][CH3:35])(OC)OC.[CH3:36][C:37]1[N:38]=[CH:39][NH:40][C:41]=1[CH:42]=O.[C:44]([BH3-])#[N:45].[Na+].[C:48](O)(=O)[CH3:49]. (7) The reactants are: [Cl:1][C:2]1[C:3]([F:19])=[N:4][C:5]([F:18])=[C:6]([Cl:17])[C:7]=1[O:8][C:9]1[CH:14]=[CH:13][C:12]([O:15][CH3:16])=[CH:11][CH:10]=1.Cl[S:21]([OH:24])(=[O:23])=[O:22]. Given the product [Cl:1][C:2]1[C:3]([F:19])=[N:4][C:5]([F:18])=[C:6]([Cl:17])[C:7]=1[O:8][C:9]1[CH:14]=[CH:13][C:12]([O:15][CH3:16])=[C:11]([S:21]([OH:24])(=[O:23])=[O:22])[CH:10]=1, predict the reactants needed to synthesize it. (8) Given the product [C:23]1([CH:29]([C:30]2[CH:31]=[CH:32][CH:33]=[CH:34][CH:35]=2)[S:1][C:2]2[S:3][C:4]3[CH2:14][CH2:13][C:12]4[C:7](=[CH:8][CH:9]=[CH:10][C:11]=4[O:15][CH2:16][C:17]([OH:19])=[O:18])[C:5]=3[N:6]=2)[CH:28]=[CH:27][CH:26]=[CH:25][CH:24]=1, predict the reactants needed to synthesize it. The reactants are: [SH:1][C:2]1[S:3][C:4]2[CH2:14][CH2:13][C:12]3[C:7](=[CH:8][CH:9]=[CH:10][C:11]=3[O:15][CH2:16][C:17]([O:19]CC)=[O:18])[C:5]=2[N:6]=1.[Br-].[C:23]1([CH2:29][C:30]2[CH:35]=[CH:34][CH:33]=[CH:32][CH:31]=2)[CH:28]=[CH:27][CH:26]=[CH:25][CH:24]=1.C(=O)([O-])[O-].[K+].[K+]. (9) The reactants are: [F:1][C:2]1[CH:7]=[CH:6][C:5]([C:8](=O)[CH:9]([CH:18]([C:28](=O)[CH:29]([CH3:31])[CH3:30])[C:19]([NH:21][C:22]2[CH:27]=[CH:26][CH:25]=[CH:24][CH:23]=2)=[O:20])[C:10]2[CH:15]=[CH:14][N:13]=[C:12]([O:16][CH3:17])[N:11]=2)=[CH:4][CH:3]=1.[NH2:34][CH2:35][CH2:36][C@H:37]1[O:42]B(C2C=CC=CC=2)[O:40][C@@H:39]([CH2:49][C:50]([O:52][C:53]([CH3:56])([CH3:55])[CH3:54])=[O:51])[CH2:38]1.C(O)(=O)C(C)(C)C. Given the product [F:1][C:2]1[CH:3]=[CH:4][C:5]([C:8]2[N:34]([CH2:35][CH2:36][C@@H:37]([OH:42])[CH2:38][C@@H:39]([OH:40])[CH2:49][C:50]([O:52][C:53]([CH3:54])([CH3:55])[CH3:56])=[O:51])[C:28]([CH:29]([CH3:31])[CH3:30])=[C:18]([C:19](=[O:20])[NH:21][C:22]3[CH:27]=[CH:26][CH:25]=[CH:24][CH:23]=3)[C:9]=2[C:10]2[CH:15]=[CH:14][N:13]=[C:12]([O:16][CH3:17])[N:11]=2)=[CH:6][CH:7]=1, predict the reactants needed to synthesize it. (10) Given the product [Cl:1][C:2]1[N:7]=[CH:6][C:5]([N:8]2[C:12](=[O:13])[C@:11]([CH2:15][CH3:16])([CH3:17])[NH:10][C:44]2=[O:46])=[CH:4][CH:3]=1, predict the reactants needed to synthesize it. The reactants are: [Cl:1][C:2]1[N:7]=[CH:6][C:5]([NH2:8])=[CH:4][CH:3]=1.Cl.[NH2:10][C@:11]([CH3:17])([CH2:15][CH3:16])[C:12](O)=[O:13].C(P1(=O)OP(CCC)(=O)OP(CCC)(=O)O1)CC.CCN(CC)CC.Cl[C:44](Cl)([O:46]C(=O)OC(Cl)(Cl)Cl)Cl.